This data is from Reaction yield outcomes from USPTO patents with 853,638 reactions. The task is: Predict the reaction yield, written as a fraction of the theoretical maximum amount of product (1.0 means a 100% yield; for example, 0.34 means a 34% yield). The reactants are [N:1]1[C:9]([N:10]2[CH2:15][CH2:14][CH:13]([CH:16]=O)[CH2:12][CH2:11]2)=[C:8]2[C:4]([NH:5][CH:6]=[N:7]2)=[N:3][CH:2]=1.[C:18]([CH:20](C)[C:21]([NH2:23])=[O:22])#[N:19].[CH:25]1C=CC(P(C2C=CC=CC=2)C2C=CC=CC=2)=CC=1. The catalyst is C1COCC1.CCOC(C)=O. The product is [N:1]1[C:9]([N:10]2[CH2:11][CH2:12][CH:13]([CH:16]=[C:20]([C:18]#[N:19])[C:21]([NH:23][CH3:25])=[O:22])[CH2:14][CH2:15]2)=[C:8]2[C:4]([NH:5][CH:6]=[N:7]2)=[N:3][CH:2]=1. The yield is 0.230.